This data is from Catalyst prediction with 721,799 reactions and 888 catalyst types from USPTO. The task is: Predict which catalyst facilitates the given reaction. (1) Reactant: C([O-])(=O)C.[NH4+].[CH2:6]([N:13]1[CH2:18][CH2:17][C:16](=O)[C:15]([CH2:21][CH3:22])([CH3:20])[CH2:14]1)[C:7]1[CH:12]=[CH:11][CH:10]=[CH:9][CH:8]=1.C([BH3-])#[N:24].[Na+]. Product: [NH2:24][CH:16]1[CH2:17][CH2:18][N:13]([CH2:6][C:7]2[CH:12]=[CH:11][CH:10]=[CH:9][CH:8]=2)[CH2:14][C:15]1([CH2:21][CH3:22])[CH3:20]. The catalyst class is: 5. (2) Reactant: C[O:2][C:3]([C:5]1[O:6][C:7]2[CH:13]=[CH:12][C:11]([O:14][CH2:15][CH2:16][N:17]3[CH2:21][CH2:20][CH2:19][CH2:18]3)=[CH:10][C:8]=2[CH:9]=1)=[O:4].[OH-].[Li+].Cl. Product: [N:17]1([CH2:16][CH2:15][O:14][C:11]2[CH:12]=[CH:13][C:7]3[O:6][C:5]([C:3]([OH:4])=[O:2])=[CH:9][C:8]=3[CH:10]=2)[CH2:18][CH2:19][CH2:20][CH2:21]1. The catalyst class is: 12. (3) Reactant: C(OC(=O)[NH:7][CH:8]1[CH2:13][CH2:12][N:11]([C:14]2[CH:19]=[CH:18][C:17]([O:20][C:21]3[CH:26]=[CH:25][CH:24]=[CH:23][CH:22]=3)=[CH:16][CH:15]=2)[CH2:10][CH2:9]1)(C)(C)C.[ClH:28]. Product: [ClH:28].[O:20]([C:17]1[CH:18]=[CH:19][C:14]([N:11]2[CH2:12][CH2:13][CH:8]([NH2:7])[CH2:9][CH2:10]2)=[CH:15][CH:16]=1)[C:21]1[CH:26]=[CH:25][CH:24]=[CH:23][CH:22]=1. The catalyst class is: 12. (4) Reactant: Cl.[F:2][C:3]1[CH:11]=[C:10]2[C:6]([C:7]([C:21]3[CH:22]=[N:23][N:24]([CH:26]4[CH2:31][CH2:30][NH:29][CH2:28][CH2:27]4)[CH:25]=3)=[CH:8][N:9]2[S:12]([C:15]2[CH:20]=[CH:19][CH:18]=[CH:17][CH:16]=2)(=[O:14])=[O:13])=[CH:5][CH:4]=1.CCN(CC)CC.[C:39](Cl)(=[O:41])[CH3:40]. Product: [F:2][C:3]1[CH:11]=[C:10]2[C:6]([C:7]([C:21]3[CH:22]=[N:23][N:24]([CH:26]4[CH2:31][CH2:30][N:29]([C:39](=[O:41])[CH3:40])[CH2:28][CH2:27]4)[CH:25]=3)=[CH:8][N:9]2[S:12]([C:15]2[CH:16]=[CH:17][CH:18]=[CH:19][CH:20]=2)(=[O:13])=[O:14])=[CH:5][CH:4]=1. The catalyst class is: 2. (5) Product: [C:1]([O:4][C:5]1[C:6]([CH3:21])=[C:7]2[C:15](=[C:16]([CH3:19])[C:17]=1[CH3:18])[O:14][C:10]1([CH2:11][CH2:12][CH2:13]1)[CH2:9][C:8]2=[N:24][O:25][CH3:26])(=[O:3])[CH3:2]. The catalyst class is: 125. Reactant: [C:1]([O:4][C:5]1[C:6]([CH3:21])=[C:7]2[C:15](=[C:16]([CH3:19])[C:17]=1[CH3:18])[O:14][C:10]1([CH2:13][CH2:12][CH2:11]1)[CH2:9][C:8]2=O)(=[O:3])[CH3:2].Cl.C[NH:24][OH:25].[C:26]([O-])(=O)C.[Na+]. (6) Reactant: C[O:2][C:3](=O)[C:4]1[CH:9]=[CH:8][C:7]([C:10]2[O:11][CH:12]=[CH:13][N:14]=2)=[CH:6][CH:5]=1.CC(C[AlH]CC(C)C)C. Product: [O:11]1[CH:12]=[CH:13][N:14]=[C:10]1[C:7]1[CH:6]=[CH:5][C:4]([CH2:3][OH:2])=[CH:9][CH:8]=1. The catalyst class is: 2. (7) Reactant: [Br:1][C:2]1[CH:7]=[C:6]([F:8])[CH:5]=[C:4]([Br:9])[C:3]=1[NH:10][C:11]#[N:12].[NH:13]1[CH:17]=[C:16]([C:18]([O:20][CH2:21][CH3:22])=[O:19])[CH:15]=[N:14]1.Cl.O1CCOCC1. Product: [CH2:21]([O:20][C:18]([C:16]1[CH:17]=[N:13][N:14]([C:11](=[NH:12])[NH:10][C:3]2[C:4]([Br:9])=[CH:5][C:6]([F:8])=[CH:7][C:2]=2[Br:1])[CH:15]=1)=[O:19])[CH3:22]. The catalyst class is: 28.